This data is from Merck oncology drug combination screen with 23,052 pairs across 39 cell lines. The task is: Regression. Given two drug SMILES strings and cell line genomic features, predict the synergy score measuring deviation from expected non-interaction effect. Drug 1: CC(C)CC(NC(=O)C(Cc1ccccc1)NC(=O)c1cnccn1)B(O)O. Synergy scores: synergy=-18.2. Drug 2: NC1CCCCC1N.O=C(O)C(=O)O.[Pt+2]. Cell line: ES2.